This data is from Full USPTO retrosynthesis dataset with 1.9M reactions from patents (1976-2016). The task is: Predict the reactants needed to synthesize the given product. (1) Given the product [CH3:18][C:19]1[CH:24]=[CH:23][C:22]([CH3:25])=[CH:21][C:20]=1[N:15]1[C:13]2=[N:14][C:9]([OH:8])=[CH:10][CH:11]=[C:12]2[N:17]=[CH:16]1, predict the reactants needed to synthesize it. The reactants are: C([O:8][C:9]1[N:14]=[C:13]2[NH:15][CH:16]=[N:17][C:12]2=[CH:11][CH:10]=1)C1C=CC=CC=1.[CH3:18][C:19]1[CH:24]=[CH:23][C:22]([CH3:25])=[CH:21][C:20]=1B(O)O. (2) Given the product [Br:1][C:2]1[CH:3]=[C:4]2[C:9](=[CH:10][CH:11]=1)[N:8]=[C:7]([NH:13][CH2:14][CH2:15][C:16]1[CH:21]=[CH:20][CH:19]=[CH:18][N:17]=1)[N:6]=[CH:5]2, predict the reactants needed to synthesize it. The reactants are: [Br:1][C:2]1[CH:3]=[C:4]2[C:9](=[CH:10][CH:11]=1)[N:8]=[C:7](Cl)[N:6]=[CH:5]2.[NH2:13][CH2:14][CH2:15][C:16]1[CH:21]=[CH:20][CH:19]=[CH:18][N:17]=1. (3) Given the product [Si:1]([O:8][C:9]1[CH:10]=[C:11]([CH:17]=[C:18]([CH2:20][CH2:21][CH2:22][O:23][CH3:24])[CH:19]=1)[CH2:12][NH:13][CH:14]1[CH2:16][CH2:15]1)([C:4]([CH3:7])([CH3:6])[CH3:5])([CH3:2])[CH3:3], predict the reactants needed to synthesize it. The reactants are: [Si:1]([O:8][C:9]1[CH:10]=[C:11]([CH:17]=[C:18](/[CH:20]=[CH:21]/[CH2:22][O:23][CH3:24])[CH:19]=1)[CH2:12][NH:13][CH:14]1[CH2:16][CH2:15]1)([C:4]([CH3:7])([CH3:6])[CH3:5])([CH3:3])[CH3:2]. (4) The reactants are: [F:1][C:2]1[C:10]([F:11])=[CH:9][CH:8]=[CH:7][C:3]=1[C:4](Cl)=[O:5].[C:12]1([CH:18]([NH:21][C:22]([C:24]2[CH:25]=[C:26]3[C:30](=[CH:31][CH:32]=2)[NH:29][CH:28]=[CH:27]3)=[O:23])[CH2:19][CH3:20])[CH:17]=[CH:16][CH:15]=[CH:14][CH:13]=1. Given the product [F:1][C:2]1[C:10]([F:11])=[CH:9][CH:8]=[CH:7][C:3]=1[C:4]([N:29]1[C:30]2[C:26](=[CH:25][C:24]([C:22]([NH:21][CH:18]([C:12]3[CH:13]=[CH:14][CH:15]=[CH:16][CH:17]=3)[CH2:19][CH3:20])=[O:23])=[CH:32][CH:31]=2)[CH:27]=[CH:28]1)=[O:5], predict the reactants needed to synthesize it. (5) Given the product [N+:11]([C:8]1[CH:9]=[CH:10][C:5]([O:4][C:2]([NH:14][C@H:15]2[CH2:20][CH2:19][CH2:18][N:17]([C:21]([O:23][C:24]([CH3:27])([CH3:26])[CH3:25])=[O:22])[CH2:16]2)=[O:3])=[CH:6][CH:7]=1)([O-:13])=[O:12], predict the reactants needed to synthesize it. The reactants are: Cl[C:2]([O:4][C:5]1[CH:10]=[CH:9][C:8]([N+:11]([O-:13])=[O:12])=[CH:7][CH:6]=1)=[O:3].[NH2:14][C@H:15]1[CH2:20][CH2:19][CH2:18][N:17]([C:21]([O:23][C:24]([CH3:27])([CH3:26])[CH3:25])=[O:22])[CH2:16]1.N1C=CC=CC=1. (6) Given the product [C:36]([C:35]1[CH:34]=[CH:33][C:32]([CH2:31][CH2:30][CH2:29][CH2:28][N:21]2[CH2:22][CH:23]3[O:27][CH:19]([CH2:26][N:25]([CH2:9][CH2:10][NH:11][C:12](=[O:18])[O:13][C:14]([CH3:17])([CH3:16])[CH3:15])[CH2:24]3)[CH2:20]2)=[CH:39][CH:38]=1)#[N:37], predict the reactants needed to synthesize it. The reactants are: C(N(CC)CC)C.Br[CH2:9][CH2:10][NH:11][C:12](=[O:18])[O:13][C:14]([CH3:17])([CH3:16])[CH3:15].[CH:19]12[O:27][CH:23]([CH2:24][NH:25][CH2:26]1)[CH2:22][N:21]([CH2:28][CH2:29][CH2:30][CH2:31][C:32]1[CH:39]=[CH:38][C:35]([C:36]#[N:37])=[CH:34][CH:33]=1)[CH2:20]2. (7) The reactants are: [CH2:1]([NH:3][C:4]1[C:9]([N+:10]([O-])=O)=[CH:8][CH:7]=[C:6]([C:13]([F:16])([F:15])[F:14])[N:5]=1)[CH3:2]. Given the product [NH2:10][C:9]1[C:4]([NH:3][CH2:1][CH3:2])=[N:5][C:6]([C:13]([F:14])([F:15])[F:16])=[CH:7][CH:8]=1, predict the reactants needed to synthesize it. (8) Given the product [Br:1][C:2]1[C:10]2[C:5](=[N:6][C:7]([O:22][CH2:21][C:16]3[CH:17]=[CH:18][CH:19]=[CH:20][N:15]=3)=[CH:8][CH:9]=2)[N:4]([CH:12]2[CH2:14][CH2:13]2)[CH:3]=1, predict the reactants needed to synthesize it. The reactants are: [Br:1][C:2]1[C:10]2[C:5](=[N:6][C:7](F)=[CH:8][CH:9]=2)[N:4]([CH:12]2[CH2:14][CH2:13]2)[CH:3]=1.[N:15]1[CH:20]=[CH:19][CH:18]=[CH:17][C:16]=1[CH2:21][OH:22].[H-].[Na+]. (9) Given the product [CH3:29][C:19]1[CH:24]=[CH:23][C:22]([S:25]([O:1][CH2:2][CH2:3][NH:4][C:5]([O:6][C:7]([CH3:8])([CH3:10])[CH3:9])=[O:11])(=[O:27])=[O:26])=[CH:21][CH:20]=1, predict the reactants needed to synthesize it. The reactants are: [OH:1][CH2:2][CH2:3][NH:4][C:5](=[O:11])[O:6][C:7]([CH3:10])([CH3:9])[CH3:8].CCN(CC)CC.[C:19]1([CH3:29])[CH:24]=[CH:23][C:22]([S:25](Cl)(=[O:27])=[O:26])=[CH:21][CH:20]=1. (10) Given the product [C:12]([O:11][C:9](=[O:10])[NH:16][C:17]1[CH:25]=[CH:24][C:20]([CH2:21][CH2:22][OH:23])=[CH:19][CH:18]=1)([CH3:13])([CH3:14])[CH3:15], predict the reactants needed to synthesize it. The reactants are: [C:9](O[C:9]([O:11][C:12]([CH3:15])([CH3:14])[CH3:13])=[O:10])([O:11][C:12]([CH3:15])([CH3:14])[CH3:13])=[O:10].[NH2:16][C:17]1[CH:25]=[CH:24][C:20]([CH2:21][CH2:22][OH:23])=[CH:19][CH:18]=1.